Dataset: Reaction yield outcomes from USPTO patents with 853,638 reactions. Task: Predict the reaction yield, written as a fraction of the theoretical maximum amount of product (1.0 means a 100% yield; for example, 0.34 means a 34% yield). (1) The reactants are [NH2:1][C:2]1[CH:7]=[C:6]([Br:8])[CH:5]=[C:4]([C:9]([F:12])([F:11])[F:10])[C:3]=1[N:13]([CH2:19][C:20]1[CH:25]=[CH:24][C:23]([O:26][CH3:27])=[CH:22][C:21]=1[O:28][CH3:29])[C:14](=[O:18])OCC.[H-].[Na+]. The catalyst is C(O)C. The product is [Br:8][C:6]1[CH:5]=[C:4]([C:9]([F:10])([F:12])[F:11])[C:3]2[N:13]([CH2:19][C:20]3[CH:25]=[CH:24][C:23]([O:26][CH3:27])=[CH:22][C:21]=3[O:28][CH3:29])[C:14](=[O:18])[NH:1][C:2]=2[CH:7]=1. The yield is 1.00. (2) The reactants are Br[C:2]1[CH:7]=[CH:6][C:5]([C:8]2[N:12]=[CH:11][N:10]([C:13]3[CH:18]=[CH:17][C:16]([O:19][C:20]([F:23])([F:22])[F:21])=[CH:15][CH:14]=3)[N:9]=2)=[CH:4][CH:3]=1.[CH2:24]([OH:27])[C:25]#[CH:26]. The catalyst is C(N(CC)CC)C.C(OCC)(=O)C.Cl[Pd](Cl)([P](C1C=CC=CC=1)(C1C=CC=CC=1)C1C=CC=CC=1)[P](C1C=CC=CC=1)(C1C=CC=CC=1)C1C=CC=CC=1.[Cu]I.C1(P(C2C=CC=CC=2)C2C=CC=CC=2)C=CC=CC=1. The product is [F:21][C:20]([F:23])([F:22])[O:19][C:16]1[CH:17]=[CH:18][C:13]([N:10]2[CH:11]=[N:12][C:8]([C:5]3[CH:6]=[CH:7][C:2]([C:26]#[C:25][CH2:24][OH:27])=[CH:3][CH:4]=3)=[N:9]2)=[CH:14][CH:15]=1. The yield is 0.330.